This data is from Drug-target binding data from BindingDB using Ki measurements. The task is: Regression. Given a target protein amino acid sequence and a drug SMILES string, predict the binding affinity score between them. We predict pKi (pKi = -log10(Ki in M); higher means stronger inhibition). Dataset: bindingdb_ki. The drug is CC[C@H](C)[C@@H](NC(=O)[C@H](S)[C@H]([NH3+])CCS(=O)(=O)[O-])C(=O)N[C@@H](CC(=O)O)C(=O)O. The target protein (Q07075) has sequence MNFAEREGSKRYCIQTKHVAILCAVVVGVGLIVGLAVGLTRSCDSSGDGGPGTAPAPSHLPSSTASPSGPPAQDQDICPASEDESGQWKNFRLPDFVNPVHYDLHVKPLLEEDTYTGTVSISINLSAPTRYLWLHLRETRITRLPELKRPSGDQVQVRRCFEYKKQEYVVVEAEEELTPSSGDGLYLLTMEFAGWLNGSLVGFYRTTYTENGQVKSIVATDHEPTDARKSFPCFDEPNKKATYTISITHPKEYGALSNMPVAKEESVDDKWTRTTFEKSVPMSTYLVCFAVHQFDSVKRISNSGKPLTIYVQPEQKHTAEYAANITKSVFDYFEEYFAMNYSLPKLDKIAIPDFGTGAMENWGLITYRETNLLYDPKESASSNQQRVATVVAHELVHQWFGNIVTMDWWEDLWLNEGFASFFEFLGVNHAETDWQMRDQMLLEDVLPVQEDDSLMSSHPIIVTVTTPDEITSVFDGISYSKGSSILRMLEDWIKPENFQK.... The pKi is 7.8.